From a dataset of Full USPTO retrosynthesis dataset with 1.9M reactions from patents (1976-2016). Predict the reactants needed to synthesize the given product. (1) Given the product [CH3:1][O:2][C:3](=[O:12])[C:4]1[CH:9]=[CH:8][C:7]([O:10][CH2:13][C:14]2[CH:19]=[CH:18][CH:17]=[CH:16][CH:15]=2)=[C:6]([Cl:11])[CH:5]=1, predict the reactants needed to synthesize it. The reactants are: [CH3:1][O:2][C:3](=[O:12])[C:4]1[CH:9]=[CH:8][C:7]([OH:10])=[C:6]([Cl:11])[CH:5]=1.[CH2:13](Br)[C:14]1[CH:19]=[CH:18][CH:17]=[CH:16][CH:15]=1.C(=O)([O-])[O-].[K+].[K+]. (2) Given the product [ClH:1].[CH3:2][O:4][C:5](=[O:18])[CH:6]([OH:17])[CH2:7][O:8][C:9]1[CH:14]=[CH:13][C:12]([C:15]([O:20][CH3:19])=[NH:16])=[CH:11][CH:10]=1, predict the reactants needed to synthesize it. The reactants are: [ClH:1].[CH2:2]([O:4][C:5](=[O:18])[CH:6]([OH:17])[CH2:7][O:8][C:9]1[CH:14]=[CH:13][C:12]([C:15]#[N:16])=[CH:11][CH:10]=1)C.[CH3:19][OH:20]. (3) Given the product [Br:1][C:2]1[CH:7]=[CH:6][C:5]([O:8][CH2:14][C:15]([CH3:20])([N+:17]([O-:19])=[O:18])[CH3:16])=[CH:4][CH:3]=1, predict the reactants needed to synthesize it. The reactants are: [Br:1][C:2]1[CH:7]=[CH:6][C:5]([OH:8])=[CH:4][CH:3]=1.CS(O[CH2:14][C:15]([CH3:20])([N+:17]([O-:19])=[O:18])[CH3:16])(=O)=O.C(=O)([O-])[O-].[Cs+].[Cs+]. (4) Given the product [CH3:15][C:16]1[CH:22]=[CH:21][C:19]([NH:20][C:2]2[CH:7]=[CH:6][C:5]([C:8]3[CH:13]=[CH:12][C:11]([NH:20][C:19]4[CH:21]=[CH:22][C:16]([CH3:15])=[CH:17][CH:18]=4)=[CH:10][CH:9]=3)=[CH:4][CH:3]=2)=[CH:18][CH:17]=1, predict the reactants needed to synthesize it. The reactants are: I[C:2]1[CH:7]=[CH:6][C:5]([C:8]2[CH:13]=[CH:12][C:11](I)=[CH:10][CH:9]=2)=[CH:4][CH:3]=1.[CH3:15][C:16]1[CH:22]=[CH:21][C:19]([NH2:20])=[CH:18][CH:17]=1.C(=O)([O-])[O-].[K+].[K+]. (5) Given the product [CH:1]1([O:4][C:5]2[N:10]=[C:9]([O:32][C:33]3[CH:38]=[CH:37][N:36]=[CH:35][CH:34]=3)[C:8]([C:15]3[CH:20]=[CH:19][C:18]([Cl:21])=[CH:17][CH:16]=3)=[C:7]([C:22]3[CH:27]=[CH:26][C:25]([Cl:28])=[CH:24][C:23]=3[Cl:29])[N:6]=2)[CH2:3][CH2:2]1, predict the reactants needed to synthesize it. The reactants are: [CH:1]1([O:4][C:5]2[N:10]=[C:9](S(C)(=O)=O)[C:8]([C:15]3[CH:20]=[CH:19][C:18]([Cl:21])=[CH:17][CH:16]=3)=[C:7]([C:22]3[CH:27]=[CH:26][C:25]([Cl:28])=[CH:24][C:23]=3[Cl:29])[N:6]=2)[CH2:3][CH2:2]1.[H-].[Na+].[OH:32][C:33]1[CH:38]=[CH:37][N:36]=[CH:35][CH:34]=1. (6) Given the product [Cl:31][C:23]1[CH:24]=[CH:25][C:26]([N+:28]([O-:30])=[O:29])=[CH:27][C:22]=1[NH:11][C:10]1[N:6]([CH2:5][CH:4]([O:18][CH2:19][CH3:20])[O:3][CH2:1][CH3:2])[N:7]=[C:8]([C:12]2[CH:13]=[N:14][CH:15]=[CH:16][CH:17]=2)[CH:9]=1, predict the reactants needed to synthesize it. The reactants are: [CH2:1]([O:3][CH:4]([O:18][CH2:19][CH3:20])[CH2:5][N:6]1[C:10]([NH2:11])=[CH:9][C:8]([C:12]2[CH:13]=[N:14][CH:15]=[CH:16][CH:17]=2)=[N:7]1)[CH3:2].Br[C:22]1[CH:27]=[C:26]([N+:28]([O-:30])=[O:29])[CH:25]=[CH:24][C:23]=1[Cl:31]. (7) The reactants are: [Cl:1][C:2]1[C:3]([O:12][C:13]2[CH:18]=[C:17]([O:19][CH2:20][CH2:21][O:22][CH3:23])[CH:16]=[CH:15][C:14]=2[CH2:24][CH2:25][CH2:26][OH:27])=[N:4][CH:5]=[C:6]([C:8]([F:11])([F:10])[F:9])[CH:7]=1.[CH2:28]([O:30][CH2:31][CH2:32][NH2:33])[CH3:29].Cl.CN(C)[CH:37]=[O:38]. Given the product [CH2:28]([O:30][CH2:31][CH2:32][NH:33][C:37](=[O:38])[O:27][CH2:26][CH2:25][CH2:24][C:14]1[CH:15]=[CH:16][C:17]([O:19][CH2:20][CH2:21][O:22][CH3:23])=[CH:18][C:13]=1[O:12][C:3]1[C:2]([Cl:1])=[CH:7][C:6]([C:8]([F:9])([F:11])[F:10])=[CH:5][N:4]=1)[CH3:29], predict the reactants needed to synthesize it. (8) The reactants are: [CH2:1]([C:3]1[CH:4]=[C:5]([N:9]2[CH2:24][CH:12]3[CH2:13][N:14](C(OC(C)(C)C)=O)[CH2:15][CH2:16][N:11]3[C:10]2=[O:25])[CH:6]=[CH:7][CH:8]=1)[CH3:2].C(OCC)(=O)C.[ClH:32]. Given the product [ClH:32].[CH2:1]([C:3]1[CH:4]=[C:5]([N:9]2[CH2:24][CH:12]3[CH2:13][NH:14][CH2:15][CH2:16][N:11]3[C:10]2=[O:25])[CH:6]=[CH:7][CH:8]=1)[CH3:2], predict the reactants needed to synthesize it. (9) The reactants are: Cl[C:2]1[NH:3][C:4](=[O:13])[C:5]2[C:10]([CH:11]=1)=[C:9]([Cl:12])[CH:8]=[CH:7][CH:6]=2.[CH3:14][N:15]1[CH2:20][CH2:19][NH:18][CH2:17][CH2:16]1. Given the product [Cl:12][C:9]1[CH:8]=[CH:7][CH:6]=[C:5]2[C:10]=1[CH:11]=[C:2]([N:18]1[CH2:19][CH2:20][N:15]([CH3:14])[CH2:16][CH2:17]1)[NH:3][C:4]2=[O:13], predict the reactants needed to synthesize it. (10) Given the product [CH2:11]([C:13]1[CH:18]=[CH:17][C:16]([O:19][C:2]2[C:3]([N+:8]([O-:10])=[O:9])=[N:4][CH:5]=[CH:6][CH:7]=2)=[C:15]([O:20][CH3:21])[CH:14]=1)[CH3:12], predict the reactants needed to synthesize it. The reactants are: F[C:2]1[C:3]([N+:8]([O-:10])=[O:9])=[N:4][CH:5]=[CH:6][CH:7]=1.[CH2:11]([C:13]1[CH:18]=[CH:17][C:16]([OH:19])=[C:15]([O:20][CH3:21])[CH:14]=1)[CH3:12].[OH-].[K+].